Task: Predict the reactants needed to synthesize the given product.. Dataset: Full USPTO retrosynthesis dataset with 1.9M reactions from patents (1976-2016) (1) The reactants are: [OH:1][C@H:2]1[CH2:7][CH2:6][C@H:5]([N:8]2[C:13](=[O:14])[C:12]([CH2:15][C:16]3[S:20][C:19]([C:21]4[CH:28]=[CH:27][CH:26]=[CH:25][C:22]=4[C:23]#[N:24])=[CH:18][CH:17]=3)=[C:11]([CH2:29][CH2:30][CH3:31])[N:10]3[N:32]=[CH:33][N:34]=[C:9]23)[CH2:4][CH2:3]1.[N+](=[CH:37][C:38]([O:40][CH2:41][CH3:42])=[O:39])=[N-]. Given the product [CH2:41]([O:40][C:38](=[O:39])[CH2:37][O:1][C@H:2]1[CH2:7][CH2:6][C@H:5]([N:8]2[C:13](=[O:14])[C:12]([CH2:15][C:16]3[S:20][C:19]([C:21]4[CH:28]=[CH:27][CH:26]=[CH:25][C:22]=4[C:23]#[N:24])=[CH:18][CH:17]=3)=[C:11]([CH2:29][CH2:30][CH3:31])[N:10]3[N:32]=[CH:33][N:34]=[C:9]23)[CH2:4][CH2:3]1)[CH3:42], predict the reactants needed to synthesize it. (2) Given the product [N:1]1[CH:6]=[CH:5][CH:4]=[CH:3][C:2]=1[CH2:7][CH2:8][CH2:9][CH2:10][C:11]([OH:13])=[O:12], predict the reactants needed to synthesize it. The reactants are: [N:1]1[CH:6]=[CH:5][CH:4]=[CH:3][C:2]=1[CH2:7][CH2:8][CH2:9][CH2:10][C:11]([O:13]CC)=[O:12].[OH-].[Na+]. (3) Given the product [C:21]([NH:20][C:18](=[O:19])[C:17]1[CH:25]=[CH:26][CH:27]=[C:15]([CH2:14][N:11]2[CH2:12][CH2:13][N:8]([C:6](=[O:7])[C:5]3[CH:28]=[CH:29][C:2]([NH:1][C:41]([NH:47][CH2:46][C:45]([CH3:49])([CH3:48])[CH3:44])=[O:42])=[C:3]([CH3:30])[CH:4]=3)[CH2:9][CH2:10]2)[CH:16]=1)([CH3:24])([CH3:23])[CH3:22], predict the reactants needed to synthesize it. The reactants are: [NH2:1][C:2]1[CH:29]=[CH:28][C:5]([C:6]([N:8]2[CH2:13][CH2:12][N:11]([CH2:14][C:15]3[CH:16]=[C:17]([CH:25]=[CH:26][CH:27]=3)[C:18]([NH:20][C:21]([CH3:24])([CH3:23])[CH3:22])=[O:19])[CH2:10][CH2:9]2)=[O:7])=[CH:4][C:3]=1[CH3:30].C1C([N+]([O-])=O)=CC=C([Cl-][C:41]([O-])=[O:42])C=1.[CH3:44][C:45]([CH3:49])([CH3:48])[CH2:46][NH2:47]. (4) Given the product [OH:1][C:2]1([C:19]2[CH:20]=[CH:21][C:22]3[N:26]=[C:25]([CH2:27][C:28]([O:30][CH2:31][CH2:32][CH2:33][N:40]4[CH2:41][CH2:42][N:37]([CH3:36])[CH2:38][CH2:39]4)=[O:29])[NH:24][C:23]=3[CH:35]=2)[C:10]2[C:5](=[CH:6][CH:7]=[CH:8][CH:9]=2)[C:4](=[O:11])[N:3]1[CH2:12][C:13]1[CH:18]=[CH:17][CH:16]=[CH:15][CH:14]=1, predict the reactants needed to synthesize it. The reactants are: [OH:1][C:2]1([C:19]2[CH:20]=[CH:21][C:22]3[N:26]=[C:25]([CH2:27][C:28]([O:30][CH2:31][CH2:32][CH2:33]Cl)=[O:29])[NH:24][C:23]=3[CH:35]=2)[C:10]2[C:5](=[CH:6][CH:7]=[CH:8][CH:9]=2)[C:4](=[O:11])[N:3]1[CH2:12][C:13]1[CH:18]=[CH:17][CH:16]=[CH:15][CH:14]=1.[CH3:36][N:37]1[CH2:42][CH2:41][NH:40][CH2:39][CH2:38]1. (5) The reactants are: I[C:2]1[C:10]2[C:5](=[N:6][CH:7]=[C:8]([C:11]3[CH:16]=[CH:15][C:14]([N:17]4[CH2:22][CH2:21][N:20]([C:23]([O:25][C:26]([CH3:29])([CH3:28])[CH3:27])=[O:24])[CH2:19][CH2:18]4)=[C:13]([O:30][CH3:31])[CH:12]=3)[CH:9]=2)[N:4]([S:32]([C:35]2[CH:41]=[CH:40][C:38]([CH3:39])=[CH:37][CH:36]=2)(=[O:34])=[O:33])[CH:3]=1.[F:42][C:43]1[CH:44]=[C:45]([CH:63]=[CH:64][CH:65]=1)[CH2:46][N:47]1[C:51]([CH3:52])=[C:50](B2OC(C)(C)C(C)(C)O2)[C:49]([CH3:62])=[N:48]1.C(=O)([O-])[O-].[Na+].[Na+]. Given the product [F:42][C:43]1[CH:44]=[C:45]([CH:63]=[CH:64][CH:65]=1)[CH2:46][N:47]1[C:51]([CH3:52])=[C:50]([C:2]2[C:10]3[C:5](=[N:6][CH:7]=[C:8]([C:11]4[CH:16]=[CH:15][C:14]([N:17]5[CH2:22][CH2:21][N:20]([C:23]([O:25][C:26]([CH3:29])([CH3:28])[CH3:27])=[O:24])[CH2:19][CH2:18]5)=[C:13]([O:30][CH3:31])[CH:12]=4)[CH:9]=3)[N:4]([S:32]([C:35]3[CH:41]=[CH:40][C:38]([CH3:39])=[CH:37][CH:36]=3)(=[O:34])=[O:33])[CH:3]=2)[C:49]([CH3:62])=[N:48]1, predict the reactants needed to synthesize it. (6) Given the product [F:1][C:2]1[CH:3]=[C:4]([C:9]2[C:10]3[CH2:29][CH2:45][O:44][CH2:26][C:11]=3[N:12]([C:14]([NH:16][C@@H:17]([C:22]([CH3:25])([CH3:24])[CH3:23])[C:18]([NH:20][CH2:21][CH2:49][OH:50])=[O:19])=[O:15])[N:13]=2)[CH:5]=[CH:6][C:7]=1[F:8], predict the reactants needed to synthesize it. The reactants are: [F:1][C:2]1[CH:3]=[C:4]([C:9]2[C:10]3[CH2:29]OC[CH2:26][C:11]=3[N:12]([C:14]([NH:16][C@@H:17]([C:22]([CH3:25])([CH3:24])[CH3:23])[C:18]([NH:20][CH3:21])=[O:19])=[O:15])[N:13]=2)[CH:5]=[CH:6][C:7]=1[F:8].FC1C=C(C2C3C[CH2:45][O:44]CC=3NN=2)C=CC=1F.N[C@@H](C(C)(C)C)[C:49](NCCO)=[O:50]. (7) Given the product [Cl:8][C:6]1[N:5]=[C:4]([NH:9][CH3:10])[N:3]=[C:2]([N:22]2[C@H:23]([CH2:26][CH3:27])[CH2:24][O:25][C@H:20]([C:18]([NH:17][CH:11]3[CH2:16][CH2:15][CH2:14][CH2:13][CH2:12]3)=[O:19])[CH2:21]2)[CH:7]=1, predict the reactants needed to synthesize it. The reactants are: Cl[C:2]1[CH:7]=[C:6]([Cl:8])[N:5]=[C:4]([NH:9][CH3:10])[N:3]=1.[CH:11]1([NH:17][C:18]([C@H:20]2[O:25][CH2:24][C@@H:23]([CH2:26][CH3:27])[NH:22][CH2:21]2)=[O:19])[CH2:16][CH2:15][CH2:14][CH2:13][CH2:12]1.CCN(C(C)C)C(C)C. (8) Given the product [CH3:10][C:11]1([CH3:40])[CH2:20][CH:19]([C:2]2[CH:1]=[C:5]3[C:6](=[CH:4][CH:3]=2)[CH:7]=[C:2]([C:1]([OH:9])=[O:8])[CH:3]=[CH:4]3)[CH:18]([O:21][CH2:22][O:23][CH3:24])[C:17]2[CH:16]=[CH:15][CH:14]=[CH:13][C:12]1=2, predict the reactants needed to synthesize it. The reactants are: [C:1]([OH:9])(=[O:8])[C:2]1[CH:7]=[CH:6][CH:5]=[CH:4][CH:3]=1.[CH3:10][C:11]1([CH3:40])[CH2:20][CH2:19][CH:18]([O:21][CH2:22][O:23][CH3:24])[C:17]2[CH:16]=[C:15](C3C=C4C(=CC=3)C=C(C(OCC)=O)C=C4)[CH:14]=[CH:13][C:12]1=2.